From a dataset of Forward reaction prediction with 1.9M reactions from USPTO patents (1976-2016). Predict the product of the given reaction. (1) Given the reactants [Cl:1][C:2]1[CH:10]=[CH:9][C:5]([C:6](Cl)=[O:7])=[CH:4][CH:3]=1.[Cl:11][C:12]1[CH:17]=[CH:16][C:15]([NH2:18])=[C:14]([CH3:19])[CH:13]=1.C(N(CC)CC)C.O, predict the reaction product. The product is: [Cl:1][C:2]1[CH:10]=[CH:9][C:5]([C:6]([NH:18][C:15]2[CH:16]=[CH:17][C:12]([Cl:11])=[CH:13][C:14]=2[CH3:19])=[O:7])=[CH:4][CH:3]=1. (2) Given the reactants [N:1]([CH2:4][CH:5]1[O:9][C:8]([CH3:11])([CH3:10])[CH2:7][CH2:6]1)=[N+]=[N-].C1(P(C2C=CC=CC=2)C2C=CC=CC=2)C=CC=CC=1.O, predict the reaction product. The product is: [CH3:10][C:8]1([CH3:11])[O:9][CH:5]([CH2:4][NH2:1])[CH2:6][CH2:7]1. (3) The product is: [Cl:12][C:10]1[N:9]=[C:8]([C:13]2[CH:18]=[CH:17][CH:16]=[CH:15][CH:14]=2)[N:7]=[C:6]([NH:5][C:3](=[O:4])[CH2:2][N:19]2[CH2:24][CH2:23][CH2:22][CH2:21][CH2:20]2)[CH:11]=1. Given the reactants Br[CH2:2][C:3]([NH:5][C:6]1[CH:11]=[C:10]([Cl:12])[N:9]=[C:8]([C:13]2[CH:18]=[CH:17][CH:16]=[CH:15][CH:14]=2)[N:7]=1)=[O:4].[NH:19]1[CH2:24][CH2:23][CH2:22][CH2:21][CH2:20]1, predict the reaction product. (4) Given the reactants [CH3:1][C:2]1[NH:3][C:4](=[O:26])[C:5]([CH2:11][C:12]2[CH:17]=[CH:16][C:15]([C:18]3[C:19]([C:24]#[N:25])=[CH:20][CH:21]=[CH:22][CH:23]=3)=[CH:14][CH:13]=2)=[C:6]([CH2:8][CH2:9][CH3:10])[N:7]=1.[O:27]1[C:31]2[CH:32]=[CH:33][C:34](B(O)O)=[CH:35][C:30]=2[CH2:29][CH2:28]1.C(N(CC)CC)C.N1C=CC=CC=1, predict the reaction product. The product is: [O:27]1[C:31]2[CH:32]=[CH:33][C:34]([N:3]3[C:4](=[O:26])[C:5]([CH2:11][C:12]4[CH:17]=[CH:16][C:15]([C:18]5[C:19]([C:24]#[N:25])=[CH:20][CH:21]=[CH:22][CH:23]=5)=[CH:14][CH:13]=4)=[C:6]([CH2:8][CH2:9][CH3:10])[N:7]=[C:2]3[CH3:1])=[CH:35][C:30]=2[CH2:29][CH2:28]1. (5) Given the reactants [Br:1][C:2]1[CH:7]=[CH:6][C:5]([CH:8]2[C:10]3([C:19]([CH3:21])([CH3:20])[O:18][C:12]4([CH2:17][CH2:16][CH2:15][CH2:14][CH2:13]4)[C:11]3=[O:22])[O:9]2)=[C:4]([CH2:23][CH3:24])[CH:3]=1.BrC1C=CC(C2C3(C(=O)C(C)(C)OC43CCCCC4)O2)=C(CC)C=1.S(=O)(=O)(O)O, predict the reaction product. The product is: [Br:1][C:2]1[CH:7]=[CH:6][C:5]([CH:8]2[C:11](=[O:22])[C:12]3([CH2:17][CH2:16][CH2:15][CH2:14][CH2:13]3)[O:18][C:19]([CH3:21])([CH3:20])[C:10]2=[O:9])=[C:4]([CH2:23][CH3:24])[CH:3]=1. (6) Given the reactants [CH3:1][C:2]1[CH:7]=[CH:6][N:5]=[C:4]([S:8][CH3:9])[N:3]=1.[N+:10]([CH2:13][C:14]1C=C(C=CC=1)C([O-])=O)([O-:12])=[O:11].[Li+].[CH3:24][Si]([N-][Si](C)(C)C)(C)C.[CH2:33]1[CH2:37][O:36][CH2:35][CH2:34]1, predict the reaction product. The product is: [CH3:9][S:8][C:4]1[N:3]=[C:2]([CH2:1][C:35]([C:34]2[CH:33]=[CH:37][CH:14]=[C:13]([N+:10]([O-:12])=[O:11])[CH:24]=2)=[O:36])[CH:7]=[CH:6][N:5]=1.